This data is from Reaction yield outcomes from USPTO patents with 853,638 reactions. The task is: Predict the reaction yield, written as a fraction of the theoretical maximum amount of product (1.0 means a 100% yield; for example, 0.34 means a 34% yield). (1) The reactants are [CH3:1][N:2]1[C:6]([C:7]([OH:9])=O)=[CH:5][N:4]=[CH:3]1.CN(C)C=O.C(Cl)(=O)C(Cl)=O.[NH2:21][C:22]1[CH:23]=[C:24]([CH:39]=[CH:40][CH:41]=1)[O:25][C:26]1[CH:27]=[CH:28][C:29]2[N:30]([CH:32]=[C:33]([NH:35][C:36](=[O:38])[CH3:37])[N:34]=2)[N:31]=1. The catalyst is CN(C)C(=O)C.O1CCCC1. The product is [C:36]([NH:35][C:33]1[N:34]=[C:29]2[CH:28]=[CH:27][C:26]([O:25][C:24]3[CH:23]=[C:22]([NH:21][C:7]([C:6]4[N:2]([CH3:1])[CH:3]=[N:4][CH:5]=4)=[O:9])[CH:41]=[CH:40][CH:39]=3)=[N:31][N:30]2[CH:32]=1)(=[O:38])[CH3:37]. The yield is 0.470. (2) The reactants are C(O[C:4](=[O:13])[C:5]([C:11]#[N:12])=[C:6]1[O:10][CH2:9][CH2:8][O:7]1)C.NC1[N:19]([C:20]2[CH:21]=[C:22]([CH:29]=[CH:30][C:31]=2[CH3:32])[C:23]([NH:25][CH:26]2[CH2:28][CH2:27]2)=[O:24])[N:18]=CC=1C(=O)C1C=CC=C(I)C=1.C(N(CC)CC)C.[CH2:49]([OH:51])[CH3:50]. No catalyst specified. The product is [CH2:49]([O:51][C:4]([C:5]1[C:6]([O:10][CH2:9][CH2:8][OH:7])=[N:18][N:19]([C:20]2[CH:21]=[C:22]([C:23](=[O:24])[NH:25][CH:26]3[CH2:28][CH2:27]3)[CH:29]=[CH:30][C:31]=2[CH3:32])[C:11]=1[NH2:12])=[O:13])[CH3:50]. The yield is 0.620.